From a dataset of Reaction yield outcomes from USPTO patents with 853,638 reactions. Predict the reaction yield, written as a fraction of the theoretical maximum amount of product (1.0 means a 100% yield; for example, 0.34 means a 34% yield). (1) The reactants are [CH3:1][O:2][C:3](=[O:16])[C:4]1[CH:9]=[C:8]([N+:10]([O-:12])=[O:11])[C:7]([NH2:13])=[C:6]([F:14])[C:5]=1F.[F:17][C:18]1[CH:23]=[CH:22][CH:21]=[CH:20][C:19]=1[NH2:24]. The catalyst is C(Cl)Cl. The product is [CH3:1][O:2][C:3](=[O:16])[C:4]1[CH:9]=[C:8]([N+:10]([O-:12])=[O:11])[C:7]([NH2:13])=[C:6]([F:14])[C:5]=1[NH:24][C:19]1[CH:20]=[CH:21][CH:22]=[CH:23][C:18]=1[F:17]. The yield is 0.520. (2) The reactants are C[Al](C)C.[CH2:5]([N:8]1[CH2:14][CH2:13][CH2:12][N:11]([C:15]2[N:20]=[CH:19][C:18]([C:21]([O:23]C)=O)=[CH:17][N:16]=2)[CH2:10][CH2:9]1)[CH:6]=[CH2:7].[CH3:25][O:26][C:27]1[CH:28]=[C:29]([CH2:35][CH2:36][C:37]2[CH:38]=[C:39]([NH2:42])[NH:40][N:41]=2)[CH:30]=[C:31]([O:33][CH3:34])[CH:32]=1. The catalyst is C1(C)C=CC=CC=1. The product is [CH3:34][O:33][C:31]1[CH:30]=[C:29]([CH2:35][CH2:36][C:37]2[CH:38]=[C:39]([NH:42][C:21]([C:18]3[CH:19]=[N:20][C:15]([N:11]4[CH2:12][CH2:13][CH2:14][N:8]([CH2:5][CH:6]=[CH2:7])[CH2:9][CH2:10]4)=[N:16][CH:17]=3)=[O:23])[NH:40][N:41]=2)[CH:28]=[C:27]([O:26][CH3:25])[CH:32]=1. The yield is 0.410. (3) The product is [CH3:31][O:32][C:33](=[O:54])[C@@H:34]([NH:46][C:47]([O:49][C:50]([CH3:52])([CH3:51])[CH3:53])=[O:48])[CH2:35][C:36]1[CH:41]=[CH:40][C:39]([C:2]2[CH:9]=[CH:8][CH:7]=[CH:6][C:3]=2[C:4]#[N:5])=[CH:38][CH:37]=1. The reactants are Br[C:2]1[CH:9]=[CH:8][CH:7]=[CH:6][C:3]=1[C:4]#[N:5].[Li+].[Cl-].C1C=CC([As](C2C=CC=CC=2)C2C=CC=CC=2)=CC=1.[CH3:31][O:32][C:33](=[O:54])[C@@H:34]([NH:46][C:47]([O:49][C:50]([CH3:53])([CH3:52])[CH3:51])=[O:48])[CH2:35][C:36]1[CH:41]=[CH:40][C:39]([Sn](C)(C)C)=[CH:38][CH:37]=1. The yield is 0.540. The catalyst is CN1CCCC1=O.CCOC(C)=O.C1C=CC(/C=C/C(/C=C/C2C=CC=CC=2)=O)=CC=1.C1C=CC(/C=C/C(/C=C/C2C=CC=CC=2)=O)=CC=1.C1C=CC(/C=C/C(/C=C/C2C=CC=CC=2)=O)=CC=1.[Pd].[Pd]. (4) The reactants are N12CCCN=C1CCCCC2.Cl.[NH2:13][CH2:14][C:15]1[CH:23]=[CH:22][CH:21]=[C:20]2[C:16]=1[C:17](=[O:33])[N:18]([CH:25]1[CH2:30][CH2:29][C:28](=[O:31])[NH:27][C:26]1=[O:32])[C:19]2=[O:24].[CH:34]1([N:40]=[C:41]=[O:42])[CH2:39][CH2:38][CH2:37][CH2:36][CH2:35]1. The catalyst is CC#N. The product is [O:32]=[C:26]1[CH:25]([N:18]2[C:17](=[O:33])[C:16]3[C:20](=[CH:21][CH:22]=[CH:23][C:15]=3[CH2:14][NH:13][C:41]([NH:40][CH:34]3[CH2:39][CH2:38][CH2:37][CH2:36][CH2:35]3)=[O:42])[C:19]2=[O:24])[CH2:30][CH2:29][C:28](=[O:31])[NH:27]1. The yield is 0.490.